Dataset: Full USPTO retrosynthesis dataset with 1.9M reactions from patents (1976-2016). Task: Predict the reactants needed to synthesize the given product. (1) The reactants are: [Cl:1][C:2]1[C:3]([N:12]2[CH2:17][CH2:16][N:15]([CH2:18][C:19]3[N:20]=[C:21]([CH3:24])[S:22][CH:23]=3)[CH2:14][CH2:13]2)=[C:4]([N+:9]([O-])=O)[C:5]([NH2:8])=[N:6][CH:7]=1.CCO.[O:28]1[CH2:33][CH2:32][N:31]([CH2:34][C:35]2[CH:42]=[CH:41][C:38]([CH:39]=O)=[CH:37][CH:36]=2)[CH2:30][CH2:29]1.[O-]S(S([O-])=O)=O.[Na+].[Na+]. Given the product [Cl:1][C:2]1[C:3]([N:12]2[CH2:17][CH2:16][N:15]([CH2:18][C:19]3[N:20]=[C:21]([CH3:24])[S:22][CH:23]=3)[CH2:14][CH2:13]2)=[C:4]2[N:9]=[C:39]([C:38]3[CH:37]=[CH:36][C:35]([CH2:34][N:31]4[CH2:32][CH2:33][O:28][CH2:29][CH2:30]4)=[CH:42][CH:41]=3)[NH:8][C:5]2=[N:6][CH:7]=1, predict the reactants needed to synthesize it. (2) Given the product [F:15][C:16]1[CH:17]=[CH:18][C:19]([C@H:22]([OH:26])[CH2:23][N:24]([CH3:25])[S:11]([C:10]2[C:6]3[CH2:5][CH2:4][CH2:3][C:2](=[O:1])[C:7]=3[S:8][CH:9]=2)(=[O:13])=[O:12])=[CH:20][CH:21]=1, predict the reactants needed to synthesize it. The reactants are: [O:1]=[C:2]1[C:7]2[S:8][CH:9]=[C:10]([S:11](Cl)(=[O:13])=[O:12])[C:6]=2[CH2:5][CH2:4][CH2:3]1.[F:15][C:16]1[CH:21]=[CH:20][C:19]([C@H:22]([OH:26])[CH2:23][NH:24][CH3:25])=[CH:18][CH:17]=1. (3) The reactants are: [CH3:1][C:2]1[N:7]=[C:6]([C:8](=[O:20])[CH2:9][C:10]2[CH:11]=[C:12]3[C:17](=[CH:18][CH:19]=2)[N:16]=[CH:15][CH:14]=[CH:13]3)[CH:5]=[CH:4][CH:3]=1.[Br:21]Br. Given the product [Br:21][CH:9]([C:10]1[CH:11]=[C:12]2[C:17](=[CH:18][CH:19]=1)[N:16]=[CH:15][CH:14]=[CH:13]2)[C:8]([C:6]1[CH:5]=[CH:4][CH:3]=[C:2]([CH3:1])[N:7]=1)=[O:20], predict the reactants needed to synthesize it. (4) The reactants are: C1(C2OC(C(F)(F)F)=C(C(O)=O)N=2)C=CC=CC=1.C(N1C2C(=CC([N+]([O-])=O)=CC=2)C(=O)N1)C1C=CC=CC=1.CO[C:41]1[CH:42]=[C:43]([CH:73]=[CH:74][CH:75]=1)[CH2:44][N:45]1[C:53]2[C:48](=[CH:49][C:50]([NH:54][C:55]([C:57]3[N:58]=[C:59]([C:66]4[CH:71]=[CH:70][CH:69]=[CH:68][CH:67]=4)[O:60][C:61]=3[C:62]([F:65])([F:64])[F:63])=[O:56])=[CH:51][CH:52]=2)[C:47](=[O:72])[NH:46]1. Given the product [CH2:44]([N:45]1[C:53]2[C:48](=[CH:49][C:50]([NH:54][C:55]([C:57]3[N:58]=[C:59]([C:66]4[CH:67]=[CH:68][CH:69]=[CH:70][CH:71]=4)[O:60][C:61]=3[C:62]([F:64])([F:65])[F:63])=[O:56])=[CH:51][CH:52]=2)[C:47](=[O:72])[NH:46]1)[C:43]1[CH:42]=[CH:41][CH:75]=[CH:74][CH:73]=1, predict the reactants needed to synthesize it. (5) Given the product [CH2:1]([O:8][C:9](=[O:28])[NH:10][CH2:11][C@H:12]1[CH2:17][CH2:16][C@H:15]([C:18]2[N:22]3[CH:23]=[CH:24][N:25]=[C:26]([CH3:29])[C:21]3=[CH:20][N:19]=2)[CH2:14][CH2:13]1)[C:2]1[CH:7]=[CH:6][CH:5]=[CH:4][CH:3]=1, predict the reactants needed to synthesize it. The reactants are: [CH2:1]([O:8][C:9](=[O:28])[NH:10][CH2:11][C@H:12]1[CH2:17][CH2:16][C@H:15]([C:18]2[N:22]3[CH:23]=[CH:24][N:25]=[C:26](Cl)[C:21]3=[CH:20][N:19]=2)[CH2:14][CH2:13]1)[C:2]1[CH:7]=[CH:6][CH:5]=[CH:4][CH:3]=1.[C:29](=O)([O-])[O-].[K+].[K+].CB1OB(C)OB(C)O1. (6) Given the product [CH:1]([OH:4])=[O:3].[OH:54][C:47]1[C:48]2[NH:49][C:50](=[O:53])[S:51][C:52]=2[C:44]([C@@H:42]([OH:43])[CH2:41][NH:40][CH2:35][C:31]([CH3:32])([CH3:34])[CH2:30][CH2:29][CH2:28][CH2:27][CH2:26][N:23]2[CH2:22][CH2:21][C:19]3([O:18][CH2:17][CH2:16][N:15]([C:13]([C:11]4[N:12]=[C:8]([CH:5]([CH3:7])[CH3:6])[S:9][CH:10]=4)=[O:14])[CH2:20]3)[CH2:25][CH2:24]2)=[CH:45][CH:46]=1, predict the reactants needed to synthesize it. The reactants are: [C:1]([OH:4])(=[O:3])C.[CH:5]([C:8]1[S:9][CH:10]=[C:11]([C:13]([N:15]2[CH2:20][C:19]3([CH2:25][CH2:24][N:23]([CH2:26][CH2:27][CH2:28][CH2:29][CH2:30][C:31]([CH3:35])([CH3:34])[CH:32]=O)[CH2:22][CH2:21]3)[O:18][CH2:17][CH2:16]2)=[O:14])[N:12]=1)([CH3:7])[CH3:6].C(O)(=O)C.[NH2:40][CH2:41][C@@H:42]([C:44]1[C:52]2[S:51][C:50](=[O:53])[NH:49][C:48]=2[C:47]([OH:54])=[CH:46][CH:45]=1)[OH:43].C(O[BH-](OC(=O)C)OC(=O)C)(=O)C.[Na+]. (7) Given the product [C:32]1([CH:38]2[O:42][N:41]=[C:40]([C:43]3[N:44]=[C:45]([N:48]4[CH2:53][CH2:52][N:51]([C:14]([NH:4][C:3]5[CH:5]=[C:6]([CH3:9])[CH:7]=[CH:8][C:2]=5[CH3:1])=[O:20])[CH2:50][CH2:49]4)[S:46][CH:47]=3)[CH2:39]2)[CH:33]=[CH:34][CH:35]=[CH:36][CH:37]=1, predict the reactants needed to synthesize it. The reactants are: [CH3:1][C:2]1[CH:8]=[CH:7][C:6]([CH3:9])=[CH:5][C:3]=1[NH2:4].ClC(Cl)(O[C:14](=[O:20])OC(Cl)(Cl)Cl)Cl.C(N(CC)C(C)C)(C)C.Cl.[C:32]1([CH:38]2[O:42][N:41]=[C:40]([C:43]3[N:44]=[C:45]([N:48]4[CH2:53][CH2:52][NH:51][CH2:50][CH2:49]4)[S:46][CH:47]=3)[CH2:39]2)[CH:37]=[CH:36][CH:35]=[CH:34][CH:33]=1. (8) Given the product [Br:1][CH2:2][C:3]1[C:12]2[C:7](=[CH:8][CH:9]=[CH:10][CH:11]=2)[C:6]([C:13]([NH:19][CH2:18][Si:17]([CH3:21])([CH3:20])[CH3:16])=[O:15])=[CH:5][CH:4]=1, predict the reactants needed to synthesize it. The reactants are: [Br:1][CH2:2][C:3]1[C:12]2[C:7](=[CH:8][CH:9]=[CH:10][CH:11]=2)[C:6]([C:13]([OH:15])=O)=[CH:5][CH:4]=1.[CH3:16][Si:17]([CH3:21])([CH3:20])[CH2:18][NH2:19].Cl.CN(C)CCCN=C=NCC.O.